From a dataset of Catalyst prediction with 721,799 reactions and 888 catalyst types from USPTO. Predict which catalyst facilitates the given reaction. (1) Reactant: [Mg].II.[CH3:4][CH:5]([CH2:16][CH2:17][CH2:18][CH:19]([CH3:21])[CH3:20])[CH2:6][CH2:7][O:8][C:9]1[CH:10]=[C:11](Br)[CH:12]=[CH:13][CH:14]=1.[B:22]([O:27]C)([O:25]C)[O:23]C.S(=O)(=O)(O)O. Product: [CH3:4][CH:5]([CH2:16][CH2:17][CH2:18][CH:19]([CH3:21])[CH3:20])[CH2:6][CH2:7][O:8][C:9]1[CH:10]=[C:11]([O:23][B:22]([OH:27])[OH:25])[CH:12]=[CH:13][CH:14]=1. The catalyst class is: 392. (2) Reactant: [SH:1][C:2]1[NH:3][C:4]2[CH:10]=[CH:9][CH:8]=[CH:7][C:5]=2[N:6]=1.C(N(CC)CC)C.[C:18]1([C:24](Cl)([C:31]2[CH:36]=[CH:35][CH:34]=[CH:33][CH:32]=2)[C:25]2[CH:30]=[CH:29][CH:28]=[CH:27][CH:26]=2)[CH:23]=[CH:22][CH:21]=[CH:20][CH:19]=1. Product: [C:18]1([C:24]([C:25]2[CH:26]=[CH:27][CH:28]=[CH:29][CH:30]=2)([C:31]2[CH:32]=[CH:33][CH:34]=[CH:35][CH:36]=2)[S:1][C:2]2[NH:3][C:4]3[CH:10]=[CH:9][CH:8]=[CH:7][C:5]=3[N:6]=2)[CH:19]=[CH:20][CH:21]=[CH:22][CH:23]=1. The catalyst class is: 7. (3) Reactant: [CH3:1][S:2]([NH:5][C:6]1[CH:7]=[C:8]2[C:12](=[CH:13][CH:14]=1)[N:11]([CH2:15][C:16]([O:18][CH3:19])=[O:17])[CH:10]=[CH:9]2)(=[O:4])=[O:3].C([O-])([O-])=O.[K+].[K+].Cl.Cl[CH2:28][CH2:29][N:30]1[CH2:35][CH2:34][O:33][CH2:32][CH2:31]1. Product: [O:33]1[CH2:34][CH2:35][N:30]([CH2:29][CH2:28][N:5]([C:6]2[CH:7]=[C:8]3[C:12](=[CH:13][CH:14]=2)[N:11]([CH2:15][C:16]([O:18][CH3:19])=[O:17])[CH:10]=[CH:9]3)[S:2]([CH3:1])(=[O:3])=[O:4])[CH2:31][CH2:32]1. The catalyst class is: 23. (4) Reactant: [CH2:1](Br)[CH:2]=[CH2:3].[C:5](ON=O)(C)(C)C.CN[C:14]1[C:15](=[C:19]([N+:23]([O-:25])=[O:24])[CH:20]=[CH:21][CH:22]=1)[C:16]([OH:18])=[O:17]. Product: [CH2:1]([C:14]1[CH:22]=[CH:21][CH:20]=[C:19]([N+:23]([O-:25])=[O:24])[C:15]=1[C:16]([O:18][CH3:5])=[O:17])[CH:2]=[CH2:3]. The catalyst class is: 10.